Task: Predict the reactants needed to synthesize the given product.. Dataset: Full USPTO retrosynthesis dataset with 1.9M reactions from patents (1976-2016) (1) Given the product [CH3:30][O:31][CH2:32][C@H:33]1[CH2:37][CH2:36][CH2:35][N:34]1[S:12]([C:7]1[CH:8]=[C:9]2[C:4](=[CH:5][CH:6]=1)[NH:3][C:2](=[O:1])[C:10]2=[O:11])(=[O:14])=[O:13], predict the reactants needed to synthesize it. The reactants are: [O:1]=[C:2]1[C:10](=[O:11])[C:9]2[C:4](=[CH:5][CH:6]=[C:7]([S:12](Cl)(=[O:14])=[O:13])[CH:8]=2)[NH:3]1.C1COCC1.C(N(CC)C(C)C)(C)C.[CH3:30][O:31][CH2:32][C@H:33]1[CH2:37][CH2:36][CH2:35][NH:34]1. (2) Given the product [Br:1][C:2]1[CH:3]=[CH:4][C:5]([O:16][CH2:17][C:18]2[CH:19]=[CH:20][C:21]([Cl:24])=[CH:22][CH:23]=2)=[C:6]([CH2:8][N:9]2[CH2:14][CH2:13][C:12]3([O:15][CH2:27]3)[CH2:11][CH2:10]2)[CH:7]=1, predict the reactants needed to synthesize it. The reactants are: [Br:1][C:2]1[CH:3]=[CH:4][C:5]([O:16][CH2:17][C:18]2[CH:23]=[CH:22][C:21]([Cl:24])=[CH:20][CH:19]=2)=[C:6]([CH2:8][N:9]2[CH2:14][CH2:13][C:12](=[O:15])[CH2:11][CH2:10]2)[CH:7]=1.O([C:27](C)(C)C)[K]. (3) Given the product [CH3:41][C:37]1[CH:36]=[C:35]([NH:34][C:2]2[CH:7]=[CH:6][CH:5]=[C:4]([C:8]3([C:21]4[CH:26]=[CH:25][CH:24]=[C:23]([CH3:27])[CH:22]=4)[C:9]4[CH:10]=[CH:11][CH:12]=[CH:13][C:14]=4[C:15]4[C:20]3=[CH:19][CH:18]=[CH:17][CH:16]=4)[CH:3]=2)[CH:40]=[CH:39][CH:38]=1, predict the reactants needed to synthesize it. The reactants are: Br[C:2]1[CH:3]=[C:4]([C:8]2([C:21]3[CH:26]=[CH:25][CH:24]=[C:23]([CH3:27])[CH:22]=3)[C:20]3[CH:19]=[CH:18][CH:17]=[CH:16][C:15]=3[C:14]3[C:9]2=[CH:10][CH:11]=[CH:12][CH:13]=3)[CH:5]=[CH:6][CH:7]=1.CC(C)([O-])C.[Na+].[NH2:34][C:35]1[CH:40]=[CH:39][CH:38]=[C:37]([CH3:41])[CH:36]=1.C(P(C(C)(C)C)C(C)(C)C)(C)(C)C.